Task: Regression. Given a peptide amino acid sequence and an MHC pseudo amino acid sequence, predict their binding affinity value. This is MHC class I binding data.. Dataset: Peptide-MHC class I binding affinity with 185,985 pairs from IEDB/IMGT (1) The peptide sequence is SEGATPQDL. The MHC is HLA-A11:01 with pseudo-sequence HLA-A11:01. The binding affinity (normalized) is 0. (2) The peptide sequence is RLARCLTPA. The MHC is HLA-A02:01 with pseudo-sequence HLA-A02:01. The binding affinity (normalized) is 0.712. (3) The peptide sequence is HTAAPWGSY. The MHC is HLA-B27:05 with pseudo-sequence HLA-B27:05. The binding affinity (normalized) is 0.0847. (4) The peptide sequence is WLKERLPGF. The MHC is HLA-A69:01 with pseudo-sequence HLA-A69:01. The binding affinity (normalized) is 0.0847.